This data is from Full USPTO retrosynthesis dataset with 1.9M reactions from patents (1976-2016). The task is: Predict the reactants needed to synthesize the given product. Given the product [CH:34]1([C:19]2[C:18]([CH2:17][CH2:16][O:15][C:12]3[CH:13]=[C:14]4[C:9]([CH:8]=[CH:7][N:6]4[CH2:5][C:4]([OH:37])=[O:3])=[CH:10][CH:11]=3)=[CH:23][N:22]=[C:21]([C:24]3[CH:25]=[CH:26][C:27]([C:30]([F:33])([F:31])[F:32])=[CH:28][CH:29]=3)[N:20]=2)[CH2:36][CH2:35]1, predict the reactants needed to synthesize it. The reactants are: C([O:3][C:4](=[O:37])[CH2:5][N:6]1[C:14]2[C:9](=[CH:10][CH:11]=[C:12]([O:15][CH2:16][CH2:17][C:18]3[C:19]([CH:34]4[CH2:36][CH2:35]4)=[N:20][C:21]([C:24]4[CH:29]=[CH:28][C:27]([C:30]([F:33])([F:32])[F:31])=[CH:26][CH:25]=4)=[N:22][CH:23]=3)[CH:13]=2)[CH:8]=[CH:7]1)C.[Li+].[OH-].